The task is: Regression. Given a peptide amino acid sequence and an MHC pseudo amino acid sequence, predict their binding affinity value. This is MHC class I binding data.. This data is from Peptide-MHC class I binding affinity with 185,985 pairs from IEDB/IMGT. (1) The peptide sequence is YVDRFYKTL. The MHC is HLA-B07:02 with pseudo-sequence HLA-B07:02. The binding affinity (normalized) is 0.261. (2) The MHC is HLA-B51:01 with pseudo-sequence HLA-B51:01. The peptide sequence is RLLRFTGLF. The binding affinity (normalized) is 0.0847. (3) The peptide sequence is LVAPHMAMM. The MHC is HLA-A26:01 with pseudo-sequence HLA-A26:01. The binding affinity (normalized) is 1.00.